Dataset: Forward reaction prediction with 1.9M reactions from USPTO patents (1976-2016). Task: Predict the product of the given reaction. (1) Given the reactants Cl[C:2]1[N:7]=[C:6]([NH:8][C:9]2[N:10]=[CH:11][N:12]([CH3:14])[CH:13]=2)[CH:5]=[C:4]([Cl:15])[N:3]=1.Cl.[F:17][C:18]1[CH:19]=[N:20][C:21]([C@@H:24]([NH2:26])[CH3:25])=[N:22][CH:23]=1.CCN(C(C)C)C(C)C, predict the reaction product. The product is: [Cl:15][C:4]1[N:3]=[C:2]([NH:26][C@H:24]([C:21]2[N:22]=[CH:23][C:18]([F:17])=[CH:19][N:20]=2)[CH3:25])[N:7]=[C:6]([NH:8][C:9]2[N:10]=[CH:11][N:12]([CH3:14])[CH:13]=2)[CH:5]=1. (2) Given the reactants S(C)C.[C:4]([O:8][C:9]([N:11]1[CH2:14][CH:13]([C:15](O)=[O:16])[CH2:12]1)=[O:10])([CH3:7])([CH3:6])[CH3:5], predict the reaction product. The product is: [C:4]([O:8][C:9]([N:11]1[CH2:14][CH:13]([CH2:15][OH:16])[CH2:12]1)=[O:10])([CH3:7])([CH3:6])[CH3:5]. (3) Given the reactants [OH:1][C:2]1[CH:10]=[C:9]([N+:11]([O-:13])=[O:12])[CH:8]=[CH:7][C:3]=1[C:4]([OH:6])=[O:5].[CH2:14](O)[CH3:15], predict the reaction product. The product is: [CH2:14]([O:5][C:4](=[O:6])[C:3]1[CH:7]=[CH:8][C:9]([N+:11]([O-:13])=[O:12])=[CH:10][C:2]=1[OH:1])[CH3:15]. (4) The product is: [N:34]1([S:31]([C:26]2[CH:27]=[CH:28][CH:29]=[CH:30][C:25]=2[C:6]2[CH:5]=[CH:4][C:3]([C:17]3[N:18]=[CH:19][C:20]([NH2:23])=[N:21][CH:22]=3)=[C:2]([F:1])[CH:7]=2)(=[O:32])=[O:33])[CH2:40][CH2:39][CH2:38][CH2:37][CH2:36][CH2:35]1. Given the reactants [F:1][C:2]1[CH:7]=[C:6](B2OC(C)(C)C(C)(C)O2)[CH:5]=[CH:4][C:3]=1[C:17]1[N:18]=[CH:19][C:20]([NH2:23])=[N:21][CH:22]=1.Br[C:25]1[CH:30]=[CH:29][CH:28]=[CH:27][C:26]=1[S:31]([N:34]1[CH2:40][CH2:39][CH2:38][CH2:37][CH2:36][CH2:35]1)(=[O:33])=[O:32], predict the reaction product. (5) Given the reactants [C:1]1([C:7]2[O:11][C:10]3[CH:12]=[CH:13][CH:14]=[CH:15][C:9]=3[C:8]=2[C:16]2[CH:21]=[CH:20][CH:19]=[CH:18][CH:17]=2)[CH:6]=[CH:5][CH:4]=[CH:3][CH:2]=1.[Br:22]N1C(=O)CCC1=O.CN(C)C=O, predict the reaction product. The product is: [Br:22][C:13]1[CH:14]=[CH:15][C:9]2[C:8]([C:16]3[CH:17]=[CH:18][CH:19]=[CH:20][CH:21]=3)=[C:7]([C:1]3[CH:6]=[CH:5][CH:4]=[CH:3][CH:2]=3)[O:11][C:10]=2[CH:12]=1.